From a dataset of Cav3 T-type calcium channel HTS with 100,875 compounds. Binary Classification. Given a drug SMILES string, predict its activity (active/inactive) in a high-throughput screening assay against a specified biological target. (1) The result is 0 (inactive). The molecule is S(=O)(=O)(N(c1ccc(C(=O)N2CCCCC2)cc1)C)C. (2) The molecule is S(=O)(=O)(N1CCCCC1)c1cc(C(=O)N2CCC3(OCCO3)CC2)c(F)cc1. The result is 0 (inactive). (3) The drug is O1C(CNC(=O)C2CN(C3CCCCCC3)C(=O)C2)CCC1. The result is 0 (inactive). (4) The molecule is O=C(C1C(N(C(=O)NC1c1ccccc1)CC(OCC)=O)C)C. The result is 0 (inactive). (5) The compound is O=C(N1CC(CCC1)C)c1ccncc1. The result is 0 (inactive). (6) The drug is S1c2n(CCC1)c(O)c(C(c1c(O)n3CCCSc3nc1=O)c1ccc(O)cc1)c(=O)n2. The result is 0 (inactive). (7) The drug is Fc1ccc(CCNc2c([N+]([O-])=O)cc(C(NC(=O)c3ccccc3)CC(=O)N)cc2)cc1. The result is 0 (inactive). (8) The molecule is S(CC(=O)NC1CCCCC1)c1n(CCc2ccccc2)c(nn1)Cc1n(ccc1)C. The result is 0 (inactive).